From a dataset of NCI-60 drug combinations with 297,098 pairs across 59 cell lines. Regression. Given two drug SMILES strings and cell line genomic features, predict the synergy score measuring deviation from expected non-interaction effect. (1) Drug 1: CC1=C(C(=CC=C1)Cl)NC(=O)C2=CN=C(S2)NC3=CC(=NC(=N3)C)N4CCN(CC4)CCO. Drug 2: C1=NNC2=C1C(=O)NC=N2. Cell line: RXF 393. Synergy scores: CSS=14.0, Synergy_ZIP=-7.54, Synergy_Bliss=-3.78, Synergy_Loewe=-19.6, Synergy_HSA=-3.38. (2) Drug 1: CC12CCC3C(C1CCC2=O)CC(=C)C4=CC(=O)C=CC34C. Drug 2: CC1C(C(CC(O1)OC2CC(CC3=C2C(=C4C(=C3O)C(=O)C5=CC=CC=C5C4=O)O)(C(=O)C)O)N)O. Cell line: OVCAR-8. Synergy scores: CSS=41.8, Synergy_ZIP=2.15, Synergy_Bliss=1.84, Synergy_Loewe=-0.490, Synergy_HSA=3.09. (3) Drug 1: CN(C)N=NC1=C(NC=N1)C(=O)N. Drug 2: C1=CC(=CC=C1CCCC(=O)O)N(CCCl)CCCl. Cell line: HL-60(TB). Synergy scores: CSS=72.0, Synergy_ZIP=11.3, Synergy_Bliss=9.75, Synergy_Loewe=-0.503, Synergy_HSA=13.8. (4) Drug 1: CCC1(CC2CC(C3=C(CCN(C2)C1)C4=CC=CC=C4N3)(C5=C(C=C6C(=C5)C78CCN9C7C(C=CC9)(C(C(C8N6C)(C(=O)OC)O)OC(=O)C)CC)OC)C(=O)OC)O.OS(=O)(=O)O. Drug 2: CCCCCOC(=O)NC1=NC(=O)N(C=C1F)C2C(C(C(O2)C)O)O. Cell line: MOLT-4. Synergy scores: CSS=-4.56, Synergy_ZIP=2.84, Synergy_Bliss=2.09, Synergy_Loewe=-1.79, Synergy_HSA=-2.26. (5) Drug 1: COC1=C(C=C2C(=C1)N=CN=C2NC3=CC(=C(C=C3)F)Cl)OCCCN4CCOCC4. Drug 2: C1C(C(OC1N2C=NC(=NC2=O)N)CO)O. Cell line: SK-MEL-5. Synergy scores: CSS=31.8, Synergy_ZIP=-6.95, Synergy_Bliss=3.23, Synergy_Loewe=-0.327, Synergy_HSA=0.196. (6) Drug 1: COC1=C(C=C2C(=C1)N=CN=C2NC3=CC(=C(C=C3)F)Cl)OCCCN4CCOCC4. Drug 2: CC=C1C(=O)NC(C(=O)OC2CC(=O)NC(C(=O)NC(CSSCCC=C2)C(=O)N1)C(C)C)C(C)C. Cell line: OVCAR-4. Synergy scores: CSS=54.6, Synergy_ZIP=4.31, Synergy_Bliss=5.61, Synergy_Loewe=7.32, Synergy_HSA=8.63. (7) Drug 1: CCC1=C2CN3C(=CC4=C(C3=O)COC(=O)C4(CC)O)C2=NC5=C1C=C(C=C5)O. Drug 2: CC1=C(N=C(N=C1N)C(CC(=O)N)NCC(C(=O)N)N)C(=O)NC(C(C2=CN=CN2)OC3C(C(C(C(O3)CO)O)O)OC4C(C(C(C(O4)CO)O)OC(=O)N)O)C(=O)NC(C)C(C(C)C(=O)NC(C(C)O)C(=O)NCCC5=NC(=CS5)C6=NC(=CS6)C(=O)NCCC[S+](C)C)O. Cell line: SK-OV-3. Synergy scores: CSS=32.2, Synergy_ZIP=-7.92, Synergy_Bliss=-2.27, Synergy_Loewe=0.399, Synergy_HSA=1.07. (8) Drug 1: C(=O)(N)NO. Drug 2: C1=NC2=C(N=C(N=C2N1C3C(C(C(O3)CO)O)F)Cl)N. Cell line: PC-3. Synergy scores: CSS=12.7, Synergy_ZIP=-4.19, Synergy_Bliss=-2.90, Synergy_Loewe=-1.83, Synergy_HSA=-1.73.